From a dataset of Full USPTO retrosynthesis dataset with 1.9M reactions from patents (1976-2016). Predict the reactants needed to synthesize the given product. (1) Given the product [CH3:35][O:34][C:29]1[N:28]=[C:27]([CH3:36])[N:26]=[C:25]2[C:30]=1[NH:31][C:32](=[O:33])[NH:24]2, predict the reactants needed to synthesize it. The reactants are: ClC1C=C(OCCO)C(OCC2C(OC)=CC=C(F)C=2F)=CC=1[N:24]1[C:32](=[O:33])[NH:31][C:30]2[C:25]1=[N:26][C:27]([CH3:36])=[N:28][C:29]=2[O:34][CH3:35].C(N(CC)CC)C.CS(Cl)(=O)=O.Cl. (2) Given the product [C:19]([O:18][C:16]([NH:15][CH:9]1[C:8]2[C:13](=[CH:14][C:5]([C:3]([OH:4])=[O:2])=[C:6]([O:23][CH3:24])[CH:7]=2)[S:12][CH2:11][CH2:10]1)=[O:17])([CH3:22])([CH3:20])[CH3:21], predict the reactants needed to synthesize it. The reactants are: C[O:2][C:3]([C:5]1[CH:14]=[C:13]2[C:8]([CH:9]([NH:15][C:16]([O:18][C:19]([CH3:22])([CH3:21])[CH3:20])=[O:17])[CH2:10][CH2:11][S:12]2)=[CH:7][C:6]=1[O:23][CH3:24])=[O:4].C(=O)([O-])[O-].[K+].[K+]. (3) Given the product [CH2:1]([O:8][C@@H:9]1[C@@H:31]([F:40])[C@@H:12]2[O:13][Si:14]([CH:28]([CH3:30])[CH3:29])([CH:25]([CH3:27])[CH3:26])[O:15][Si:16]([CH:22]([CH3:24])[CH3:23])([CH:19]([CH3:21])[CH3:20])[O:17][CH2:18][C@H:11]2[C:10]1=[CH2:33])[C:2]1[CH:7]=[CH:6][CH:5]=[CH:4][CH:3]=1, predict the reactants needed to synthesize it. The reactants are: [CH2:1]([O:8][C@@H:9]1[C@@H:31](O)[C@@H:12]2[O:13][Si:14]([CH:28]([CH3:30])[CH3:29])([CH:25]([CH3:27])[CH3:26])[O:15][Si:16]([CH:22]([CH3:24])[CH3:23])([CH:19]([CH3:21])[CH3:20])[O:17][CH2:18][C@H:11]2[C:10]1=[CH2:33])[C:2]1[CH:7]=[CH:6][CH:5]=[CH:4][CH:3]=1.C(N(S(F)(F)[F:40])CC)C.C(Cl)(Cl)Cl.